Dataset: Experimentally validated miRNA-target interactions with 360,000+ pairs, plus equal number of negative samples. Task: Binary Classification. Given a miRNA mature sequence and a target amino acid sequence, predict their likelihood of interaction. (1) The miRNA is mmu-miR-1960 with sequence CCAGUGCUGUUAGAAGAGGGCU. The protein sequence of the target gene is MTDVEQPVSVEDQQAQAQSYYDQVLGNAYVQTAINAYTKTKEFHPLLNSTLNSAEEKVSTVGNYAAQKAYDGYNSYYVKPKNTAYEAVSYGTERAKTAVESGKQAAIVGGTFGIGAAVVLTQFSLALSAGGAALVLEQVDSAKKLGSSAISTIKEAELAVEHRIFSALHQAQRIAMVPVEKITENTNSLLDILDGAVQKGLNIEVPPSVNLTIGQRVKNLASLIVQGVSNKLFKAHDHVIDPINERARNYLEQLSQSFVLLDIVREKKTWVIEKSNELSTSVFDFKKTLEEEAQKYKVAP.... Result: 0 (no interaction). (2) The miRNA is hsa-miR-4800-3p with sequence CAUCCGUCCGUCUGUCCAC. The protein sequence of the target gene is MGNRGMEDLIPLVNRLQDAFSAIGQNADLDLPQIAVVGGQSAGKSSVLENFVGRDFLPRGSGIVTRRPLVLQLVNSTTEYAEFLHCKGKKFTDFEEVRLEIEAETDRVTGTNKGISPVPINLRVYSPHVLNLTLVDLPGMTKVPVGDQPPDIEFQIRDMLMQFVTKENCLILAVSPANSDLANSDALKIAKEVDPQGQRTIGVITKLDLMDEGTDARDVLENKLLPLRRGYIGVVNRSQKDIDGKKDITAALAAERKFFLSHPSYRHLADRMGTPYLQKVLNQQLTNHIRDTLPGLRNKL.... Result: 0 (no interaction). (3) Result: 1 (interaction). The miRNA is hsa-miR-6506-5p with sequence ACUGGGAUGUCACUGAAUAUGGU. The protein sequence of the target gene is MAAAWGSSLTAATQRAVTPWPRGRLLTASLGPQARREASSSSPEAGEGQIRLTDSCVQRLLEITEGSEFLRLQVEGGGCSGFQYKFSLDTVINPDDRVFEQGGARVVVDSDSLAFVKGAQVDFSQELIRSSFQVLNNPQAQQGCSCGSSFSIKL. (4) The miRNA is hsa-miR-4681 with sequence AACGGGAAUGCAGGCUGUAUCU. The protein sequence of the target gene is MGTWILFACLLGAAFAMPLPPHPGHPGYINFSYEVLTPLKWYQSIRPPYPSYGYEPMGGWLHHQIIPVLSQQHPPTHTLQPHHHIPVVPAQQPVIPQQPMMPVPGQHSMTPIQHHQPNLPPPAQQPYQPQPVQPQPHQPMQPQPPVHPMQPLPPQPPLPPMFPMQPLPPMLPDLTLEAWPSTDKTKREEVD. Result: 0 (no interaction). (5) The miRNA is mmu-miR-141-5p with sequence CAUCUUCCAGUGCAGUGUUGGA. The protein sequence of the target gene is MLPAQEAAKLYHTNYVRNSRAIGVLWAIFTICFAIINVVCFIQPYWIGDGVDTPQAGYFGLFHYCIGNGFSRELTCRGSFTDFSTLPSGAFKAASFFIGLSMMLIIACIVCFTLFFFCNTATVYKICAWMQLTFAACLVLGCMIFPDGWDSDEAKRMCGEKTDKYTLGACSVRWAYILAIIGILDALILSFLAVVLGNRQDSLMAEELKAENKVLLSQYSLE. Result: 0 (no interaction).